This data is from Catalyst prediction with 721,799 reactions and 888 catalyst types from USPTO. The task is: Predict which catalyst facilitates the given reaction. Product: [CH3:1][O:2][C:3]1[C:16]2[C:15](=[O:17])[C:14]3[C:9](=[CH:10][CH:11]=[CH:12][C:13]=3[O:18][CH3:19])[C:8](=[O:20])[C:7]=2[CH:6]=[C:5]([I:30])[CH:4]=1. The catalyst class is: 1. Reactant: [CH3:1][O:2][C:3]1[C:16]2[C:15](=[O:17])[C:14]3[C:9](=[CH:10][CH:11]=[CH:12][C:13]=3[O:18][CH3:19])[C:8](=[O:20])[C:7]=2[CH:6]=[C:5](N)[CH:4]=1.N(OCCC(C)C)=O.[I:30]CI.